From a dataset of Forward reaction prediction with 1.9M reactions from USPTO patents (1976-2016). Predict the product of the given reaction. (1) The product is: [CH2:1]([S:8][C:9]1[CH:18]=[C:17]2[C:12]([C:13]([C:25]3[C:24]([O:30][CH3:31])=[CH:23][C:22]([C:32]4[CH:37]=[CH:36][CH:35]=[C:34]([F:38])[CH:33]=4)=[C:21]([Cl:20])[CH:26]=3)=[N:14][CH:15]=[N:16]2)=[CH:11][CH:10]=1)[C:2]1[CH:7]=[CH:6][CH:5]=[CH:4][CH:3]=1. Given the reactants [CH2:1]([S:8][C:9]1[CH:18]=[C:17]2[C:12]([C:13](Cl)=[N:14][CH:15]=[N:16]2)=[CH:11][CH:10]=1)[C:2]1[CH:7]=[CH:6][CH:5]=[CH:4][CH:3]=1.[Cl:20][C:21]1[CH:26]=[C:25](B(O)O)[C:24]([O:30][CH3:31])=[CH:23][C:22]=1[C:32]1[CH:37]=[CH:36][CH:35]=[C:34]([F:38])[CH:33]=1.C(=O)([O-])[O-].[K+].[K+].O1CCOCC1, predict the reaction product. (2) Given the reactants C(OC1C=CC(C([C:27]([O:29][CH3:30])=[O:28])[C:27]([O:29][CH3:30])=[O:28])=CC=1)CCCCCCCCCCCCCCCCC.[CH3:35][O:36][C:37](=[O:102])[CH2:38][C:39]1[CH:44]=[C:43]([O:45][CH2:46][CH2:47][CH2:48][CH2:49][CH2:50][CH2:51][CH2:52][CH2:53][CH2:54][CH2:55][CH2:56][CH2:57][CH2:58][CH2:59][CH2:60][CH2:61][CH2:62][CH3:63])[C:42]([O:64][CH2:65][CH2:66][CH2:67][CH2:68][CH2:69][CH2:70][CH2:71][CH2:72][CH2:73][CH2:74][CH2:75][CH2:76][CH2:77][CH2:78][CH2:79][CH2:80][CH2:81][CH3:82])=[C:41]([O:83][CH2:84][CH2:85][CH2:86][CH2:87][CH2:88][CH2:89][CH2:90][CH2:91][CH2:92][CH2:93][CH2:94][CH2:95][CH2:96][CH2:97][CH2:98][CH2:99][CH2:100][CH3:101])[CH:40]=1.[H-].[Na+].C(=O)(OC)OC, predict the reaction product. The product is: [CH2:84]([O:83][C:41]1[CH:40]=[C:39]([CH:38]([C:27]([O:29][CH3:30])=[O:28])[C:37]([O:36][CH3:35])=[O:102])[CH:44]=[C:43]([O:45][CH2:46][CH2:47][CH2:48][CH2:49][CH2:50][CH2:51][CH2:52][CH2:53][CH2:54][CH2:55][CH2:56][CH2:57][CH2:58][CH2:59][CH2:60][CH2:61][CH2:62][CH3:63])[C:42]=1[O:64][CH2:65][CH2:66][CH2:67][CH2:68][CH2:69][CH2:70][CH2:71][CH2:72][CH2:73][CH2:74][CH2:75][CH2:76][CH2:77][CH2:78][CH2:79][CH2:80][CH2:81][CH3:82])[CH2:85][CH2:86][CH2:87][CH2:88][CH2:89][CH2:90][CH2:91][CH2:92][CH2:93][CH2:94][CH2:95][CH2:96][CH2:97][CH2:98][CH2:99][CH2:100][CH3:101]. (3) Given the reactants C(OC([N:8]1[CH2:12][CH2:11][CH2:10][C@H:9]1[CH2:13][O:14][C:15]1[CH:20]=[CH:19][CH:18]=[C:17]([N+:21]([O-:23])=[O:22])[C:16]=1[C:24]#[N:25])=O)(C)(C)C.[ClH:26], predict the reaction product. The product is: [Cl-:26].[C:24]([C:16]1[C:17]([N+:21]([O-:23])=[O:22])=[CH:18][CH:19]=[CH:20][C:15]=1[O:14][CH2:13][C@@H:9]1[CH2:10][CH2:11][CH2:12][NH2+:8]1)#[N:25]. (4) Given the reactants [CH2:1]1[C:9]2[C:4](=[CH:5][CH:6]=[CH:7][CH:8]=2)[CH2:3][CH:2]1[C@H:10]1[NH:15][C:14](=[O:16])[C@@H:13]([CH:17]([CH2:20][CH3:21])[CH2:18][CH3:19])[N:12]([CH2:22][C:23]2[CH:31]=[CH:30][C:29]([S:32]([CH3:35])(=[O:34])=[O:33])=[CH:28][C:24]=2[C:25](O)=[O:26])[C:11]1=[O:36].CN(C(ON1N=NC2C=CC=NC1=2)=[N+](C)C)C.F[P-](F)(F)(F)(F)F.[NH:61]1[CH2:65][CH2:64][CH2:63][CH2:62]1.C(N(C(C)C)CC)(C)C, predict the reaction product. The product is: [CH2:1]1[C:9]2[C:4](=[CH:5][CH:6]=[CH:7][CH:8]=2)[CH2:3][CH:2]1[C@H:10]1[NH:15][C:14](=[O:16])[C@@H:13]([CH:17]([CH2:18][CH3:19])[CH2:20][CH3:21])[N:12]([CH2:22][C:23]2[CH:31]=[CH:30][C:29]([S:32]([CH3:35])(=[O:34])=[O:33])=[CH:28][C:24]=2[C:25]([N:61]2[CH2:65][CH2:64][CH2:63][CH2:62]2)=[O:26])[C:11]1=[O:36].